This data is from Catalyst prediction with 721,799 reactions and 888 catalyst types from USPTO. The task is: Predict which catalyst facilitates the given reaction. (1) Reactant: C(OC([N:8]1[CH2:13][CH2:12][N:11]([C:14]2[CH:19]=[CH:18][C:17]([C:20](=[O:29])[NH:21][C:22]3[CH:27]=[CH:26][CH:25]=[C:24]([Cl:28])[CH:23]=3)=[CH:16][N:15]=2)[CH2:10][CH2:9]1)=O)(C)(C)C.Cl. Product: [Cl:28][C:24]1[CH:23]=[C:22]([NH:21][C:20](=[O:29])[C:17]2[CH:18]=[CH:19][C:14]([N:11]3[CH2:10][CH2:9][NH:8][CH2:13][CH2:12]3)=[N:15][CH:16]=2)[CH:27]=[CH:26][CH:25]=1. The catalyst class is: 8. (2) Reactant: [H-].[Na+].[CH3:3][N:4]1[C:12]2[C:7](=[CH:8][CH:9]=[C:10]([OH:13])[CH:11]=2)[CH:6]=[N:5]1.Br[CH2:15][C:16]([O:18]CC)=[O:17]. Product: [CH3:3][N:4]1[C:12]2[C:7](=[CH:8][CH:9]=[C:10]([O:13][CH2:15][C:16]([OH:18])=[O:17])[CH:11]=2)[CH:6]=[N:5]1. The catalyst class is: 18.